The task is: Predict the product of the given reaction.. This data is from Forward reaction prediction with 1.9M reactions from USPTO patents (1976-2016). (1) Given the reactants [NH2:1][C:2]([NH:4][C:5]1[CH:9]=[CH:8][S:7][C:6]=1[C:10]([NH:12][C@H:13]1[CH2:19][CH2:18][CH2:17][CH2:16][N:15](C(OC(C)(C)C)=O)[CH2:14]1)=[O:11])=[O:3], predict the reaction product. The product is: [NH:15]1[CH2:16][CH2:17][CH2:18][CH2:19][C@H:13]([NH:12][C:10]([C:6]2[S:7][CH:8]=[CH:9][C:5]=2[NH:4][C:2]([NH2:1])=[O:3])=[O:11])[CH2:14]1. (2) Given the reactants C(OC(=O)[NH:7][C:8]1[CH:13]=[C:12]([NH:14][CH:15]([CH3:17])[CH3:16])[C:11]([Cl:18])=[CH:10][C:9]=1[NH:19][C:20](=[O:43])[CH2:21][C:22](=O)[C:23]1[CH:28]=[CH:27][CH:26]=[C:25]([N:29]2[C:33]([CH2:34][O:35]C3CCCCO3)=[CH:32][N:31]=[N:30]2)[CH:24]=1)(C)(C)C.C(O)(C(F)(F)F)=O, predict the reaction product. The product is: [Cl:18][C:11]1[C:12]([NH:14][CH:15]([CH3:17])[CH3:16])=[CH:13][C:8]2[N:7]=[C:22]([C:23]3[CH:28]=[CH:27][CH:26]=[C:25]([N:29]4[C:33]([CH2:34][OH:35])=[CH:32][N:31]=[N:30]4)[CH:24]=3)[CH2:21][C:20](=[O:43])[NH:19][C:9]=2[CH:10]=1. (3) Given the reactants Cl[C:2]1[CH:7]=[CH:6][N:5]=[C:4]([S:8][CH3:9])[N:3]=1.[CH3:10][N:11]1[CH:15]=[C:14](B2OC(C)(C)C(C)(C)O2)[CH:13]=[N:12]1, predict the reaction product. The product is: [CH3:10][N:11]1[CH:15]=[C:14]([C:2]2[CH:7]=[CH:6][N:5]=[C:4]([S:8][CH3:9])[N:3]=2)[CH:13]=[N:12]1. (4) The product is: [NH2:1][C:4]1[CH:5]=[CH:6][C:7]([C:10]([N:12]2[C@H:21]3[C@H:16]([CH2:17][CH2:18][CH2:19][CH2:20]3)[CH2:15][CH2:14][CH2:13]2)=[O:11])=[CH:8][CH:9]=1. Given the reactants [N+:1]([C:4]1[CH:9]=[CH:8][C:7]([C:10]([N:12]2[C@H:21]3[C@H:16]([CH2:17][CH2:18][CH2:19][CH2:20]3)[CH2:15][CH2:14][CH2:13]2)=[O:11])=[CH:6][CH:5]=1)([O-])=O, predict the reaction product. (5) Given the reactants [CH3:1][C:2]1[O:6][C:5]([C:7]2[C:8]3[NH:16][N:15]=[N:14][C:9]=3[N:10]=[C:11]([NH2:13])[N:12]=2)=[CH:4][CH:3]=1.Br[CH2:18][C:19]1[CH:24]=[CH:23][CH:22]=[C:21]([CH2:25][O:26][CH2:27][CH2:28][O:29][CH:30]([CH3:32])[CH3:31])[N:20]=1, predict the reaction product. The product is: [CH:30]([O:29][CH2:28][CH2:27][O:26][CH2:25][C:21]1[N:20]=[C:19]([CH2:18][N:14]2[C:9]3[N:10]=[C:11]([NH2:13])[N:12]=[C:7]([C:5]4[O:6][C:2]([CH3:1])=[CH:3][CH:4]=4)[C:8]=3[N:16]=[N:15]2)[CH:24]=[CH:23][CH:22]=1)([CH3:32])[CH3:31]. (6) Given the reactants Br[C:2]1[CH:3]=[C:4]2[C:11]3([O:15][N:14]([CH3:16])[C:13]([NH2:17])=[N:12]3)[CH2:10][CH:9]([CH:18]3[CH2:23][CH2:22][CH2:21][O:20][CH2:19]3)[O:8][C:5]2=[CH:6][CH:7]=1.[CH:24]([C:27]1[CH:28]=[C:29](B(O)O)[CH:30]=[CH:31][CH:32]=1)([CH3:26])[CH3:25], predict the reaction product. The product is: [CH:24]([C:27]1[CH:32]=[C:31]([C:2]2[CH:3]=[C:4]3[C:11]4([O:15][N:14]([CH3:16])[C:13]([NH2:17])=[N:12]4)[CH2:10][CH:9]([CH:18]4[CH2:23][CH2:22][CH2:21][O:20][CH2:19]4)[O:8][C:5]3=[CH:6][CH:7]=2)[CH:30]=[CH:29][CH:28]=1)([CH3:26])[CH3:25].